Task: Predict the reaction yield, written as a fraction of the theoretical maximum amount of product (1.0 means a 100% yield; for example, 0.34 means a 34% yield).. Dataset: Reaction yield outcomes from USPTO patents with 853,638 reactions (1) The reactants are Br[C:2]1[CH:3]=[CH:4][C:5]([O:13][CH3:14])=[C:6]2[C:11]=1[NH:10][CH:9]=[CH:8][C:7]2=[O:12].[OH-].[Na+]. The catalyst is O1C=COC=C1.[Pd]. The yield is 0.700. The product is [CH3:14][O:13][C:5]1[CH:4]=[CH:3][CH:2]=[C:11]2[C:6]=1[C:7](=[O:12])[CH:8]=[CH:9][NH:10]2. (2) The reactants are [CH2:1]([C:5]1[NH:6][C:7]([CH2:11][O:12]CC2C=CC=CC=2)=[C:8]([Cl:10])[N:9]=1)[CH2:2][CH2:3][CH3:4].CS(O)(=O)=O.[OH-].[Na+]. The catalyst is C(Cl)(Cl)Cl. The product is [CH2:1]([C:5]1[NH:6][C:7]([CH2:11][OH:12])=[C:8]([Cl:10])[N:9]=1)[CH2:2][CH2:3][CH3:4]. The yield is 0.900. (3) The reactants are [CH2:1]([C:9]1[CH:14]=[CH:13][CH:12]=[CH:11][CH:10]=1)[CH2:2][CH2:3][CH2:4][CH2:5][CH2:6][CH2:7][CH3:8].C1N2CN3CN(C2)CN1C3.FC(F)(F)[C:27](O)=[O:28]. No catalyst specified. The product is [CH2:1]([C:9]1[CH:10]=[CH:11][C:12]([CH:27]=[O:28])=[CH:13][CH:14]=1)[CH2:2][CH2:3][CH2:4][CH2:5][CH2:6][CH2:7][CH3:8]. The yield is 0.290. (4) The reactants are [CH2:1]([O:4][C:5]([N:7]1[C:11]([CH2:12][NH:13][C:14](=[O:44])[CH2:15][C:16]2[CH:21]=[CH:20][C:19]([C:22]3[CH2:28][C@H:27]4[N:24]([C:25](=[O:36])[C@@H:26]4[C@H:29]([O:31][Si](C)(C)C)[CH3:30])[C:23]=3[C:37]([O:39][CH2:40][CH:41]=[CH2:42])=[O:38])=[CH:18][C:17]=2[Cl:43])=[CH:10][N:9]=[CH:8]1)=[O:6])[CH:2]=[CH2:3].Cl.C(=O)(O)[O-]. The catalyst is C1COCC1.O.[Cl-].[Na+].O. The product is [CH2:1]([O:4][C:5]([N:7]1[C:11]([CH2:12][NH:13][C:14](=[O:44])[CH2:15][C:16]2[CH:21]=[CH:20][C:19]([C:22]3[CH2:28][C@H:27]4[N:24]([C:25](=[O:36])[C@@H:26]4[C@H:29]([OH:31])[CH3:30])[C:23]=3[C:37]([O:39][CH2:40][CH:41]=[CH2:42])=[O:38])=[CH:18][C:17]=2[Cl:43])=[CH:10][N:9]=[CH:8]1)=[O:6])[CH:2]=[CH2:3]. The yield is 0.780. (5) The catalyst is CCOCC. The product is [C:25]([O:29][C:30](=[O:35])[C:31]([NH:1][C:2]1[CH:7]=[CH:6][CH:5]=[C:4]([CH2:8][CH2:9][NH:10][C:11](=[O:18])[CH2:12][CH2:13][CH2:14][CH2:15][CH2:16][CH3:17])[CH:3]=1)([CH3:33])[CH3:32])([CH3:28])([CH3:27])[CH3:26]. The yield is 0.460. The reactants are [NH2:1][C:2]1[CH:3]=[C:4]([CH2:8][CH2:9][NH:10][C:11](=[O:18])[CH2:12][CH2:13][CH2:14][CH2:15][CH2:16][CH3:17])[CH:5]=[CH:6][CH:7]=1.C(=O)([O-])[O-].[Cs+].[Cs+].[C:25]([O:29][C:30](=[O:35])[C:31](Br)([CH3:33])[CH3:32])([CH3:28])([CH3:27])[CH3:26].CN(C)C=O.